Dataset: NCI-60 drug combinations with 297,098 pairs across 59 cell lines. Task: Regression. Given two drug SMILES strings and cell line genomic features, predict the synergy score measuring deviation from expected non-interaction effect. (1) Drug 1: C1=CC(=CC=C1CCC2=CNC3=C2C(=O)NC(=N3)N)C(=O)NC(CCC(=O)O)C(=O)O. Drug 2: CN(CCCl)CCCl.Cl. Cell line: SN12C. Synergy scores: CSS=30.4, Synergy_ZIP=-11.0, Synergy_Bliss=-4.63, Synergy_Loewe=-2.50, Synergy_HSA=-0.801. (2) Drug 1: CCC1(CC2CC(C3=C(CCN(C2)C1)C4=CC=CC=C4N3)(C5=C(C=C6C(=C5)C78CCN9C7C(C=CC9)(C(C(C8N6C=O)(C(=O)OC)O)OC(=O)C)CC)OC)C(=O)OC)O.OS(=O)(=O)O. Drug 2: CC1C(C(CC(O1)OC2CC(CC3=C2C(=C4C(=C3O)C(=O)C5=C(C4=O)C(=CC=C5)OC)O)(C(=O)CO)O)N)O.Cl. Cell line: SK-OV-3. Synergy scores: CSS=18.5, Synergy_ZIP=-0.479, Synergy_Bliss=1.63, Synergy_Loewe=0.272, Synergy_HSA=1.86. (3) Drug 1: CN(C(=O)NC(C=O)C(C(C(CO)O)O)O)N=O. Drug 2: C1CN(P(=O)(OC1)NCCCl)CCCl. Cell line: MALME-3M. Synergy scores: CSS=7.26, Synergy_ZIP=-0.536, Synergy_Bliss=-0.300, Synergy_Loewe=-1.26, Synergy_HSA=0.291. (4) Drug 1: CCN(CC)CCNC(=O)C1=C(NC(=C1C)C=C2C3=C(C=CC(=C3)F)NC2=O)C. Drug 2: CC1C(C(CC(O1)OC2CC(CC3=C2C(=C4C(=C3O)C(=O)C5=C(C4=O)C(=CC=C5)OC)O)(C(=O)CO)O)N)O.Cl. Cell line: SF-295. Synergy scores: CSS=24.6, Synergy_ZIP=-0.135, Synergy_Bliss=0.208, Synergy_Loewe=-21.3, Synergy_HSA=-1.21. (5) Drug 1: CN(C)C1=NC(=NC(=N1)N(C)C)N(C)C. Drug 2: CC1=C2C(C(=O)C3(C(CC4C(C3C(C(C2(C)C)(CC1OC(=O)C(C(C5=CC=CC=C5)NC(=O)C6=CC=CC=C6)O)O)OC(=O)C7=CC=CC=C7)(CO4)OC(=O)C)O)C)OC(=O)C. Cell line: OVCAR-4. Synergy scores: CSS=11.9, Synergy_ZIP=-5.52, Synergy_Bliss=-2.05, Synergy_Loewe=-38.3, Synergy_HSA=-4.74. (6) Drug 1: CC1=CC2C(CCC3(C2CCC3(C(=O)C)OC(=O)C)C)C4(C1=CC(=O)CC4)C. Drug 2: C1=CC(=CC=C1CCCC(=O)O)N(CCCl)CCCl. Cell line: SN12C. Synergy scores: CSS=21.6, Synergy_ZIP=-7.87, Synergy_Bliss=-1.08, Synergy_Loewe=-11.6, Synergy_HSA=-0.183. (7) Drug 1: CN(C)C1=NC(=NC(=N1)N(C)C)N(C)C. Drug 2: CC12CCC3C(C1CCC2O)C(CC4=C3C=CC(=C4)O)CCCCCCCCCS(=O)CCCC(C(F)(F)F)(F)F. Cell line: UACC-257. Synergy scores: CSS=-8.43, Synergy_ZIP=1.85, Synergy_Bliss=-3.98, Synergy_Loewe=-9.98, Synergy_HSA=-9.03.